Task: Predict the product of the given reaction.. Dataset: Forward reaction prediction with 1.9M reactions from USPTO patents (1976-2016) (1) Given the reactants [F:1][C:2]([F:32])([F:31])[O:3][C:4]1[CH:9]=[CH:8][C:7]([N:10]2[CH:14]=[N:13][C:12]([C:15]3[CH:30]=[CH:29][C:18]([CH2:19][CH2:20][NH:21][C:22](=[O:28])[O:23][C:24]([CH3:27])([CH3:26])[CH3:25])=[CH:17][CH:16]=3)=[N:11]2)=[CH:6][CH:5]=1.[CH:33]1([CH2:36]Br)[CH2:35][CH2:34]1, predict the reaction product. The product is: [CH:33]1([CH2:36][N:21]([CH2:20][CH2:19][C:18]2[CH:29]=[CH:30][C:15]([C:12]3[N:13]=[CH:14][N:10]([C:7]4[CH:6]=[CH:5][C:4]([O:3][C:2]([F:1])([F:31])[F:32])=[CH:9][CH:8]=4)[N:11]=3)=[CH:16][CH:17]=2)[C:22](=[O:28])[O:23][C:24]([CH3:25])([CH3:26])[CH3:27])[CH2:35][CH2:34]1. (2) Given the reactants [Br:1][C:2]1[CH:7]=[C:6]([O:8][CH3:9])[C:5]([F:10])=[CH:4][C:3]=1[N+:11]([O-])=O, predict the reaction product. The product is: [Br:1][C:2]1[CH:7]=[C:6]([O:8][CH3:9])[C:5]([F:10])=[CH:4][C:3]=1[NH2:11]. (3) Given the reactants [C:1]([C:3]1[CH:4]=[C:5]([CH:13]([CH2:17][CH:18]2[CH2:22][CH2:21][CH2:20][CH2:19]2)[C:14](O)=[O:15])[CH:6]=[CH:7][C:8]=1[S:9]([CH3:12])(=[O:11])=[O:10])#[N:2].C(N(CC)CC)C.F[P-](F)(F)(F)(F)F.N1(O[P+](N(C)C)(N(C)C)N(C)C)C2C=CC=CC=2N=N1.[NH2:57][C:58]1[O:59][C:60]2[CH:66]=[CH:65][CH:64]=[CH:63][C:61]=2[N:62]=1.Cl, predict the reaction product. The product is: [O:59]1[C:60]2[CH:66]=[CH:65][CH:64]=[CH:63][C:61]=2[N:62]=[C:58]1[NH:57][C:14](=[O:15])[CH:13]([C:5]1[CH:6]=[CH:7][C:8]([S:9]([CH3:12])(=[O:10])=[O:11])=[C:3]([C:1]#[N:2])[CH:4]=1)[CH2:17][CH:18]1[CH2:22][CH2:21][CH2:20][CH2:19]1. (4) The product is: [Cl:1][C:2]1[CH:3]=[C:4]([NH:9][C:10]([NH:11][C:12]2[N:13]=[C:14]([CH3:32])[CH:15]=[C:16]([NH:18][C@@H:19]3[CH2:24][CH2:23][CH2:22][NH:21][CH2:20]3)[N:17]=2)=[NH:33])[CH:5]=[CH:6][C:7]=1[Cl:8]. Given the reactants [Cl:1][C:2]1[CH:3]=[C:4]([NH:9][C:10](=[NH:33])[NH:11][C:12]2[N:17]=[C:16]([NH:18][C@@H:19]3[CH2:24][CH2:23][CH2:22][N:21](C(OC(C)(C)C)=O)[CH2:20]3)[CH:15]=[C:14]([CH3:32])[N:13]=2)[CH:5]=[CH:6][C:7]=1[Cl:8].Cl, predict the reaction product. (5) Given the reactants [CH3:1][O:2][C:3]1[CH:8]=[CH:7][N:6]=[C:5]([C:9]#[N:10])[N:4]=1, predict the reaction product. The product is: [CH3:1][O:2][C:3]1[CH:8]=[CH:7][N:6]=[C:5]([CH2:9][NH2:10])[N:4]=1. (6) Given the reactants Cl.Cl[C:3]1[CH:8]=[CH:7][N:6]=[CH:5][CH:4]=1.[C:9]([C:12]1[CH:17]=[CH:16][C:15](B(O)O)=[CH:14][CH:13]=1)([OH:11])=[O:10].C(=O)([O-])[O-].[Na+:25].[Na+].C(O)C, predict the reaction product. The product is: [N:6]1[CH:7]=[CH:8][C:3]([C:15]2[CH:16]=[CH:17][C:12]([C:9]([O-:11])=[O:10])=[CH:13][CH:14]=2)=[CH:4][CH:5]=1.[Na+:25]. (7) Given the reactants C[C:2]1[C:3]([O:12][CH3:13])=[C:4]([CH:8]=[CH:9][C:10]=1[CH3:11])[C:5]([OH:7])=[O:6].CI.[C:16](=O)([O-])[O-].[K+].[K+], predict the reaction product. The product is: [CH3:13][O:12][C:3]1[CH:2]=[C:10]([CH3:11])[CH:9]=[CH:8][C:4]=1[C:5]([O:7][CH3:16])=[O:6]. (8) Given the reactants [C:1]([C:3]1[CH:10]=[CH:9][CH:8]=[CH:7][C:4]=1[CH:5]=O)#[N:2].[CH2:11]1[CH2:15]OC[CH2:12]1, predict the reaction product. The product is: [CH3:12][C:11]([CH3:15])=[CH:5][C:4]1[CH:7]=[CH:8][CH:9]=[CH:10][C:3]=1[C:1]#[N:2]. (9) Given the reactants [CH2:1]([O:5][C:6]1[C:7]2[C:14](/[CH:15]=[CH:16]/[C:17]([NH2:19])=[O:18])=[CH:13][NH:12][C:8]=2[N:9]=[CH:10][N:11]=1)[CH:2]([CH3:4])C.Cl[C:21]1C2C(OCC(C)C)=NC=NC=2NC=1.C(OC1C2C(I)=CNC=2N=CN=1)(CC)C, predict the reaction product. The product is: [CH:1]([O:5][C:6]1[C:7]2[C:14](/[CH:15]=[CH:16]/[C:17]([NH2:19])=[O:18])=[CH:13][NH:12][C:8]=2[N:9]=[CH:10][N:11]=1)([CH2:2][CH3:4])[CH3:21].